From a dataset of Full USPTO retrosynthesis dataset with 1.9M reactions from patents (1976-2016). Predict the reactants needed to synthesize the given product. (1) Given the product [CH:31]1([CH2:30][O:29][C:22]2[CH:23]=[CH:24][C:25]([CH2:27][CH3:28])=[CH:26][C:21]=2[C:20]2[C:15]3[NH:14][C:13]([CH3:34])=[C:12]([C:10]([NH:9][C@H:6]4[CH2:7][CH2:8][C@@H:3]([NH:2][C:38](=[O:39])[CH2:37][O:36][CH3:35])[CH2:4][CH2:5]4)=[O:11])[C:16]=3[N:17]=[CH:18][N:19]=2)[CH2:32][CH2:33]1, predict the reactants needed to synthesize it. The reactants are: Cl.[NH2:2][C@@H:3]1[CH2:8][CH2:7][C@H:6]([NH:9][C:10]([C:12]2[C:16]3[N:17]=[CH:18][N:19]=[C:20]([C:21]4[CH:26]=[C:25]([CH2:27][CH3:28])[CH:24]=[CH:23][C:22]=4[O:29][CH2:30][CH:31]4[CH2:33][CH2:32]4)[C:15]=3[NH:14][C:13]=2[CH3:34])=[O:11])[CH2:5][CH2:4]1.[CH3:35][O:36][CH2:37][C:38](Cl)=[O:39]. (2) Given the product [CH:12]1([C:17]2[C:26]3[C@@H:25]([OH:27])[CH2:24][C:23]([CH3:28])([CH3:29])[CH2:22][C:21]=3[N:20]=[C:19]([CH:30]([CH3:32])[CH3:31])[C:18]=2[C:33]([C:34]2[CH:39]=[CH:38][C:37]([C:40]([F:43])([F:41])[F:42])=[CH:36][CH:35]=2)=[O:44])[CH2:13][CH2:14][CH2:15][CH2:16]1, predict the reactants needed to synthesize it. The reactants are: N[C@@H]1C2C(=CC=CC=2)C[C@@H]1O.[CH:12]1([C:17]2[C:26]3[C:25](=[O:27])[CH2:24][C:23]([CH3:29])([CH3:28])[CH2:22][C:21]=3[N:20]=[C:19]([CH:30]([CH3:32])[CH3:31])[C:18]=2[C:33](=[O:44])[C:34]2[CH:39]=[CH:38][C:37]([C:40]([F:43])([F:42])[F:41])=[CH:36][CH:35]=2)[CH2:16][CH2:15][CH2:14][CH2:13]1.CO. (3) Given the product [CH3:5][CH:2]([O:16][C:11]1[CH:12]=[CH:13][CH:14]=[CH:15][C:10]=1[NH:9][C:6](=[O:8])[CH3:7])[CH:3]=[CH2:4], predict the reactants needed to synthesize it. The reactants are: Cl[CH:2]([CH3:5])[CH:3]=[CH2:4].[C:6]([NH:9][C:10]1[CH:15]=[CH:14][CH:13]=[CH:12][C:11]=1[OH:16])(=[O:8])[CH3:7]. (4) Given the product [CH3:1][O:2][C:3]1[N:8]=[C:7]2[N:9]([C:12]3[CH:13]=[CH:14][CH:15]=[CH:16][CH:17]=3)[C:10](=[O:24])[CH2:11][C:6]2=[CH:5][CH:4]=1, predict the reactants needed to synthesize it. The reactants are: [CH3:1][O:2][C:3]1[N:8]=[C:7]2[N:9]([C:12]3[CH:17]=[CH:16][CH:15]=[CH:14][CH:13]=3)[CH:10]=[CH:11][C:6]2=[CH:5][CH:4]=1.ClN1C(=[O:24])CCC1=O.